This data is from Peptide-MHC class I binding affinity with 185,985 pairs from IEDB/IMGT. The task is: Regression. Given a peptide amino acid sequence and an MHC pseudo amino acid sequence, predict their binding affinity value. This is MHC class I binding data. (1) The MHC is HLA-A02:01 with pseudo-sequence HLA-A02:01. The binding affinity (normalized) is 0.507. The peptide sequence is FLLLGLWGFA. (2) The peptide sequence is LLAMGCYSQV. The MHC is HLA-A02:03 with pseudo-sequence HLA-A02:03. The binding affinity (normalized) is 0.909. (3) The peptide sequence is MHYKLDEVL. The MHC is HLA-A02:03 with pseudo-sequence HLA-A02:03. The binding affinity (normalized) is 0.0847. (4) The peptide sequence is MPSACANGWI. The MHC is HLA-B53:01 with pseudo-sequence HLA-B53:01. The binding affinity (normalized) is 0.209. (5) The peptide sequence is SSLAKHGEY. The MHC is HLA-A68:02 with pseudo-sequence HLA-A68:02. The binding affinity (normalized) is 0.408.